From a dataset of Forward reaction prediction with 1.9M reactions from USPTO patents (1976-2016). Predict the product of the given reaction. (1) Given the reactants [NH2:1][C:2]1[C:3]([F:16])=[C:4]([NH:9][S:10]([CH2:13][CH2:14][CH3:15])(=[O:12])=[O:11])[CH:5]=[CH:6][C:7]=1Cl, predict the reaction product. The product is: [NH2:1][C:2]1[C:3]([F:16])=[C:4]([NH:9][S:10]([CH2:13][CH2:14][CH3:15])(=[O:12])=[O:11])[CH:5]=[CH:6][CH:7]=1. (2) Given the reactants [F:1][C:2]1[CH:11]=[CH:10][C:9]([OH:12])=[CH:8][C:3]=1[C:4]([O:6][CH3:7])=[O:5].[H-].[Na+].[Cl:15][C:16]1[C:25]2[C:20](=[C:21]([Cl:26])[CH:22]=[CH:23][CH:24]=2)[C:19](Cl)=[N:18][N:17]=1, predict the reaction product. The product is: [Cl:15][C:16]1[C:25]2[C:20](=[C:21]([Cl:26])[CH:22]=[CH:23][CH:24]=2)[C:19]([O:12][C:9]2[CH:10]=[CH:11][C:2]([F:1])=[C:3]([CH:8]=2)[C:4]([O:6][CH3:7])=[O:5])=[N:18][N:17]=1. (3) Given the reactants ClC1C=C(C2C=C(C([N:22]3[CH2:27][CH2:26][NH:25][C:24](=[O:28])[CH2:23]3)=O)OC=2C2C=CC(F)=CC=2)C=CC=1.[Cl:29][C:30]1[CH:31]=[C:32]([C:37]2[O:41][C:40]([C:42](O)=[O:43])=[CH:39][C:38]=2[C:45]2[CH:50]=[C:49]([F:51])[CH:48]=[C:47]([Cl:52])[CH:46]=2)[CH:33]=[CH:34][C:35]=1[F:36].N1CCNCC1=O, predict the reaction product. The product is: [Cl:29][C:30]1[CH:31]=[C:32]([C:37]2[O:41][C:40]([C:42]([N:22]3[CH2:27][CH2:26][NH:25][C:24](=[O:28])[CH2:23]3)=[O:43])=[CH:39][C:38]=2[C:45]2[CH:50]=[C:49]([F:51])[CH:48]=[C:47]([Cl:52])[CH:46]=2)[CH:33]=[CH:34][C:35]=1[F:36]. (4) Given the reactants [NH2:1][C:2]1[N:10]=[CH:9][N:8]=[C:7]2[C:3]=1[N:4]=[CH:5][N:6]2C(C1N(C2C=CC=CC=2)C(=O)C2C(Br)=NN(C)C=2N=1)C.Cl[CH2:32][C:33]1[N:34]([C:44]2[CH:49]=[CH:48][CH:47]=[CH:46][CH:45]=2)[C:35](=[O:43])[C:36]2[C:41]([CH3:42])=[N:40][O:39][C:37]=2[N:38]=1.N1C(N)=C2C(N=CN2)=NC=1.C(=O)([O-])[O-].[K+].[K+], predict the reaction product. The product is: [NH2:1][C:2]1[N:10]=[CH:9][N:8]=[C:7]2[C:3]=1[N:4]=[CH:5][N:6]2[CH2:32][C:33]1[N:34]([C:44]2[CH:49]=[CH:48][CH:47]=[CH:46][CH:45]=2)[C:35](=[O:43])[C:36]2[C:41]([CH3:42])=[N:40][O:39][C:37]=2[N:38]=1. (5) Given the reactants Cl[C:2]1[C:3]2[C:4](=[CH:15][N:16](CC3C=CC(OC)=CC=3)[N:17]=2)[N:5]=[C:6]([CH:8]2[CH2:13][CH2:12][N:11]([CH3:14])[CH2:10][CH2:9]2)[N:7]=1.[CH:27]1([C:30]2[NH:34][N:33]=[C:32]([NH2:35])[CH:31]=2)[CH2:29][CH2:28]1.Cl, predict the reaction product. The product is: [CH:27]1([C:30]2[NH:34][N:33]=[C:32]([NH:35][C:2]3[C:3]4[NH:17][N:16]=[CH:15][C:4]=4[N:5]=[C:6]([CH:8]4[CH2:9][CH2:10][N:11]([CH3:14])[CH2:12][CH2:13]4)[N:7]=3)[CH:31]=2)[CH2:29][CH2:28]1. (6) The product is: [CH2:1]([N:8]1[C:16]2[C:11](=[CH:12][CH:13]=[C:14]([C:17]3[CH:22]=[CH:21][C:20]([OH:23])=[CH:19][CH:18]=3)[CH:15]=2)[C:10]([CH3:25])=[C:9]1[C:26]1[CH:31]=[CH:30][CH:29]=[CH:28][CH:27]=1)[C:2]1[CH:3]=[CH:4][CH:5]=[CH:6][CH:7]=1. Given the reactants [CH2:1]([N:8]1[C:16]2[C:11](=[CH:12][CH:13]=[C:14]([C:17]3[CH:22]=[CH:21][C:20]([O:23]C)=[CH:19][CH:18]=3)[CH:15]=2)[C:10]([CH3:25])=[C:9]1[C:26]1[CH:31]=[CH:30][CH:29]=[CH:28][CH:27]=1)[C:2]1[CH:7]=[CH:6][CH:5]=[CH:4][CH:3]=1.B(Br)(Br)Br, predict the reaction product. (7) Given the reactants [CH:1]1([NH2:5])[CH2:4][CH2:3][CH2:2]1.C[O:7][C:8]([C:10]1[C:14]([NH:15][C:16]([C:18]2[C:23]([NH:24][C:25]3[CH:26]=[N:27][CH:28]=[N:29][CH:30]=3)=[CH:22][CH:21]=[C:20]([CH:31]3[CH2:33][CH2:32]3)[N:19]=2)=[O:17])=[CH:13][N:12]([CH3:34])[N:11]=1)=O, predict the reaction product. The product is: [CH:1]1([NH:5][C:8]([C:10]2[C:14]([NH:15][C:16]([C:18]3[C:23]([NH:24][C:25]4[CH:26]=[N:27][CH:28]=[N:29][CH:30]=4)=[CH:22][CH:21]=[C:20]([CH:31]4[CH2:33][CH2:32]4)[N:19]=3)=[O:17])=[CH:13][N:12]([CH3:34])[N:11]=2)=[O:7])[CH2:4][CH2:3][CH2:2]1.